From a dataset of Forward reaction prediction with 1.9M reactions from USPTO patents (1976-2016). Predict the product of the given reaction. (1) Given the reactants C(O)(=O)C.C([N:12]1[CH2:16][CH2:15][C:14]([S:33]([C:36]2[CH:37]=[C:38]3[C:42](=[CH:43][CH:44]=2)[CH2:41][CH2:40][CH2:39]3)(=[O:35])=[O:34])([C:17]2[CH:22]=[CH:21][C:20]([C:23]([F:32])([C:28]([F:31])([F:30])[F:29])[C:24]([F:27])([F:26])[F:25])=[CH:19][CH:18]=2)[CH2:13]1)C1C=CC=CC=1.Cl, predict the reaction product. The product is: [CH2:41]1[C:42]2[C:38](=[CH:37][C:36]([S:33]([C:14]3([C:17]4[CH:18]=[CH:19][C:20]([C:23]([F:32])([C:24]([F:27])([F:25])[F:26])[C:28]([F:31])([F:30])[F:29])=[CH:21][CH:22]=4)[CH2:15][CH2:16][NH:12][CH2:13]3)(=[O:34])=[O:35])=[CH:44][CH:43]=2)[CH2:39][CH2:40]1. (2) Given the reactants [C:1]1([C:7]2[C:8]([C:16]3[CH:23]=[CH:22][C:19]([CH:20]=O)=[CH:18][CH:17]=3)=[N:9][C:10]3[N:11]([N:13]=[CH:14][CH:15]=3)[CH:12]=2)[CH:6]=[CH:5][CH:4]=[CH:3][CH:2]=1.Cl.[NH:25]1[CH2:30][CH2:29][CH:28]([C:31]2[NH:39][C:34]3=[N:35][CH:36]=[CH:37][CH:38]=[C:33]3[N:32]=2)[CH2:27][CH2:26]1, predict the reaction product. The product is: [C:1]1([C:7]2[C:8]([C:16]3[CH:23]=[CH:22][C:19]([CH2:20][N:25]4[CH2:26][CH2:27][CH:28]([C:31]5[NH:39][C:34]6=[N:35][CH:36]=[CH:37][CH:38]=[C:33]6[N:32]=5)[CH2:29][CH2:30]4)=[CH:18][CH:17]=3)=[N:9][C:10]3[N:11]([N:13]=[CH:14][CH:15]=3)[CH:12]=2)[CH:6]=[CH:5][CH:4]=[CH:3][CH:2]=1.